This data is from Reaction yield outcomes from USPTO patents with 853,638 reactions. The task is: Predict the reaction yield, written as a fraction of the theoretical maximum amount of product (1.0 means a 100% yield; for example, 0.34 means a 34% yield). (1) The reactants are [C:1]([N:8]1[CH2:13][CH2:12][CH2:11][CH:10]([CH2:14][NH:15][C:16]2[CH:21]=[CH:20][CH:19]=[CH:18][CH:17]=2)[CH2:9]1)([O:3][C:4]([CH3:7])([CH3:6])[CH3:5])=[O:2].[O:22]1[CH:26]=[CH:25][CH:24]=[C:23]1[C:27](Cl)=[O:28]. The catalyst is C(Cl)Cl. The product is [C:1]([N:8]1[CH2:13][CH2:12][CH2:11][CH:10]([CH2:14][N:15]([C:16]2[CH:21]=[CH:20][CH:19]=[CH:18][CH:17]=2)[C:27]([C:23]2[O:22][CH:26]=[CH:25][CH:24]=2)=[O:28])[CH2:9]1)([O:3][C:4]([CH3:6])([CH3:7])[CH3:5])=[O:2]. The yield is 0.930. (2) The reactants are [Cr](O[Cr]([O-])(=O)=O)([O-])(=O)=O.[NH+]1C=CC=CC=1.[NH+]1C=CC=CC=1.[CH3:22][CH:23]1[CH:32]2[C:27]([C:34]3[CH:39]=[CH:38][CH:37]=[CH:36][CH:35]=3)([CH:28]([OH:33])[CH2:29][CH2:30][CH2:31]2)[CH2:26][CH2:25][C:24]21[O:43][CH2:42][CH2:41][O:40]2. The catalyst is ClCCl. The product is [CH3:22][CH:23]1[CH:32]2[C:27]([C:34]3[CH:39]=[CH:38][CH:37]=[CH:36][CH:35]=3)([C:28](=[O:33])[CH2:29][CH2:30][CH2:31]2)[CH2:26][CH2:25][C:24]21[O:40][CH2:41][CH2:42][O:43]2. The yield is 0.760.